From a dataset of Catalyst prediction with 721,799 reactions and 888 catalyst types from USPTO. Predict which catalyst facilitates the given reaction. (1) Reactant: [CH3:1][C@H:2]1[CH2:7][CH2:6][CH2:5][C:4](=[O:8])[CH2:3]1.[C:9](=O)([O:12]C)[O:10][CH3:11].[H-].[Na+].CO. Product: [CH3:1][C@H:2]1[CH2:7][CH2:6][CH:5]([C:9]([O:10][CH3:11])=[O:12])[C:4](=[O:8])[CH2:3]1. The catalyst class is: 27. (2) Reactant: [C:1]([O:5][C:6](=[O:16])[NH:7][C@@H:8]([CH3:15])[CH2:9][NH:10][C:11](=[O:14])[CH2:12]Cl)([CH3:4])([CH3:3])[CH3:2].C(=O)([O-])[O-].[K+].[K+].CC(OC(OC(OC(C)(C)C)=O)=O)(C)C.O. Product: [CH3:15][C@H:8]1[CH2:9][NH:10][C:11](=[O:14])[CH2:12][N:7]1[C:6]([O:5][C:1]([CH3:4])([CH3:3])[CH3:2])=[O:16]. The catalyst class is: 55. (3) Reactant: [CH:1]([C:4]1[C:8]([CH2:9][CH2:10][CH2:11][OH:12])=[CH:7][N:6]([C:13]2[CH:18]=[CH:17][C:16]([C:19]([F:22])([F:21])[F:20])=[CH:15][N:14]=2)[N:5]=1)([CH3:3])[CH3:2].O[C:24]1[C:29]([CH3:30])=[CH:28][CH:27]=[CH:26][C:25]=1[CH2:31][C:32]([O:34]C)=[O:33].C(P(CCCC)CCCC)CCC.N(C(N1CCCCC1)=O)=NC(N1CCCCC1)=O. Product: [CH:1]([C:4]1[C:8]([CH2:9][CH2:10][CH2:11][O:12][C:24]2[C:29]([CH3:30])=[CH:28][CH:27]=[CH:26][C:25]=2[CH2:31][C:32]([OH:34])=[O:33])=[CH:7][N:6]([C:13]2[CH:18]=[CH:17][C:16]([C:19]([F:21])([F:20])[F:22])=[CH:15][N:14]=2)[N:5]=1)([CH3:3])[CH3:2]. The catalyst class is: 7. (4) The catalyst class is: 16. Reactant: [Cl:1][C:2]1[C:9](Cl)=[CH:8][C:5]([NH:6][CH3:7])=[C:4]([N+:11]([O-:13])=[O:12])[CH:3]=1.[F:14][C:15]([F:23])([F:22])[CH:16]1[CH2:21][CH2:20][NH:19][CH2:18][CH2:17]1.C(=O)([O-])[O-].[K+].[K+]. Product: [Cl:1][C:2]1[C:9]([N:19]2[CH2:20][CH2:21][CH:16]([C:15]([F:23])([F:22])[F:14])[CH2:17][CH2:18]2)=[CH:8][C:5]([NH:6][CH3:7])=[C:4]([N+:11]([O-:13])=[O:12])[CH:3]=1. (5) Product: [CH3:1][C:2]1[N:3]=[CH:4][C:5]([C:8]([O:10][C:15]([CH3:18])([CH3:17])[CH3:16])=[O:9])=[N:6][CH:7]=1. Reactant: [CH3:1][C:2]1[CH:7]=[N:6][C:5]([C:8]([OH:10])=[O:9])=[CH:4][N:3]=1.ClC(Cl)(Cl)C(=N)O[C:15]([CH3:18])([CH3:17])[CH3:16].[Na+].[Cl-].CCOC(C)=O. The catalyst class is: 1. (6) Reactant: [C:1]([NH:24][CH2:25][CH2:26][C:27]([O:29]C)=[O:28])(=[O:23])[CH2:2][CH2:3]/[CH:4]=[CH:5]\[CH2:6]/[CH:7]=[CH:8]\[CH2:9]/[CH:10]=[CH:11]\[CH2:12]/[CH:13]=[CH:14]\[CH2:15]/[CH:16]=[CH:17]\[CH2:18]/[CH:19]=[CH:20]\[CH2:21][CH3:22].[OH-].[Na+].Cl. Product: [C:1]([NH:24][CH2:25][CH2:26][C:27]([OH:29])=[O:28])(=[O:23])[CH2:2][CH2:3]/[CH:4]=[CH:5]\[CH2:6]/[CH:7]=[CH:8]\[CH2:9]/[CH:10]=[CH:11]\[CH2:12]/[CH:13]=[CH:14]\[CH2:15]/[CH:16]=[CH:17]\[CH2:18]/[CH:19]=[CH:20]\[CH2:21][CH3:22]. The catalyst class is: 1.